This data is from Catalyst prediction with 721,799 reactions and 888 catalyst types from USPTO. The task is: Predict which catalyst facilitates the given reaction. (1) Reactant: [NH2:1][C:2]1[C:3]([F:21])=[C:4]([C:9]([C:11]2[C:19]3[C:14](=[N:15][CH:16]=[C:17]([Br:20])[CH:18]=3)[NH:13][CH:12]=2)=[O:10])[C:5]([F:8])=[CH:6][CH:7]=1.ClCCl.N1C=CC=CC=1.[CH2:31]([S:34](Cl)(=[O:36])=[O:35])[CH2:32][CH3:33]. Product: [Br:20][C:17]1[CH:18]=[C:19]2[C:11]([C:9]([C:4]3[C:3]([F:21])=[C:2]([NH:1][S:34]([CH2:31][CH2:32][CH3:33])(=[O:36])=[O:35])[CH:7]=[CH:6][C:5]=3[F:8])=[O:10])=[CH:12][NH:13][C:14]2=[N:15][CH:16]=1. The catalyst class is: 6. (2) Reactant: [Cl:1][C:2]1[C:3]([CH2:8][NH:9][C:10]([C@H:12]2[CH2:17][CH2:16][C@H:15]([CH2:18][NH:19][C:20](=[O:29])[O:21][CH2:22][C:23]3[CH:28]=[CH:27][CH:26]=[CH:25][CH:24]=3)[CH2:14][CH2:13]2)=O)=[N:4][CH:5]=[CH:6][N:7]=1.O=P(Cl)(Cl)Cl.C([O-])(O)=O.[Na+].O. Product: [Cl:1][C:2]1[C:3]2[N:4]([C:10]([C@H:12]3[CH2:17][CH2:16][C@H:15]([CH2:18][NH:19][C:20](=[O:29])[O:21][CH2:22][C:23]4[CH:28]=[CH:27][CH:26]=[CH:25][CH:24]=4)[CH2:14][CH2:13]3)=[N:9][CH:8]=2)[CH:5]=[CH:6][N:7]=1. The catalyst class is: 329. (3) Reactant: [Cl:1][C:2]1[CH:7]=[C:6]([Cl:8])[CH:5]=[C:4]([Cl:9])[C:3]=1[N:10]=[C:11]=[O:12].[NH2:13][C:14]1[CH:15]=[C:16]([C:37]2[CH:42]=[CH:41][CH:40]=[CH:39][CH:38]=2)[CH:17]=[CH:18][C:19]=1[C:20]([NH:22][C@@H:23]([CH:31]1[CH2:36][CH2:35][CH2:34][CH2:33][CH2:32]1)[C:24]([O:26][C:27]([CH3:30])([CH3:29])[CH3:28])=[O:25])=[O:21]. Product: [CH:31]1([C@H:23]([NH:22][C:20]([C:19]2[CH:18]=[CH:17][C:16]([C:37]3[CH:42]=[CH:41][CH:40]=[CH:39][CH:38]=3)=[CH:15][C:14]=2[NH:13][C:11]([NH:10][C:3]2[C:2]([Cl:1])=[CH:7][C:6]([Cl:8])=[CH:5][C:4]=2[Cl:9])=[O:12])=[O:21])[C:24]([O:26][C:27]([CH3:29])([CH3:28])[CH3:30])=[O:25])[CH2:36][CH2:35][CH2:34][CH2:33][CH2:32]1. The catalyst class is: 17. (4) The catalyst class is: 12. Product: [C:1]([C:3]1[CH:4]=[CH:5][C:6]([O:35][C:30]2[CH:29]=[C:28]([Cl:27])[CH:33]=[C:32]([Cl:34])[CH:31]=2)=[C:7]([S:9]([N:12]2[CH2:18][CH2:17][CH2:16][N:15]([C:19]([O:21][C:22]([CH3:25])([CH3:24])[CH3:23])=[O:20])[CH2:14][CH2:13]2)(=[O:11])=[O:10])[CH:8]=1)#[N:2]. Reactant: [C:1]([C:3]1[CH:4]=[CH:5][C:6](F)=[C:7]([S:9]([N:12]2[CH2:18][CH2:17][CH2:16][N:15]([C:19]([O:21][C:22]([CH3:25])([CH3:24])[CH3:23])=[O:20])[CH2:14][CH2:13]2)(=[O:11])=[O:10])[CH:8]=1)#[N:2].[Cl:27][C:28]1[CH:29]=[C:30]([OH:35])[CH:31]=[C:32]([Cl:34])[CH:33]=1.[H-].[Na+]. (5) The catalyst class is: 13. Reactant: CN(C=O)C.Cl[CH2:7][CH2:8][CH2:9][O:10][C:11]1[CH:12]=[CH:13][C:14]([N+:19]([O-:21])=[O:20])=[C:15]([CH2:17][OH:18])[CH:16]=1.[N-:22]=[N+:23]=[N-:24].[Na+]. Product: [N:22]([CH2:7][CH2:8][CH2:9][O:10][C:11]1[CH:12]=[CH:13][C:14]([N+:19]([O-:21])=[O:20])=[C:15]([CH2:17][OH:18])[CH:16]=1)=[N+:23]=[N-:24]. (6) Reactant: Cl.[OH:2][CH:3]1[CH2:8][CH2:7][NH:6][CH2:5][CH2:4]1.[N+:9]([C:12]1[CH:22]=[CH:21][C:15]([CH2:16][O:17][C:18](Cl)=[O:19])=[CH:14][CH:13]=1)([O-:11])=[O:10].C(N(CC)CC)C. Product: [OH:2][CH:3]1[CH2:8][CH2:7][N:6]([C:18]([O:17][CH2:16][C:15]2[CH:14]=[CH:13][C:12]([N+:9]([O-:11])=[O:10])=[CH:22][CH:21]=2)=[O:19])[CH2:5][CH2:4]1. The catalyst class is: 202. (7) Reactant: [OH:1][C@@H:2]1[CH2:7][CH2:6][CH2:5][CH2:4][C@H:3]1[NH:8][C:9]1[S:10][C:11]2[CH:17]=[C:16]([OH:18])[CH:15]=[CH:14][C:12]=2[N:13]=1.C(=O)([O-])[O-].[Cs+].[Cs+].[Br:25][C:26]1[CH:27]=[N:28][CH:29]=[CH:30][C:31]=1Cl. Product: [Br:25][C:26]1[CH:27]=[N:28][CH:29]=[CH:30][C:31]=1[O:18][C:16]1[CH:15]=[CH:14][C:12]2[N:13]=[C:9]([NH:8][C@@H:3]3[CH2:4][CH2:5][CH2:6][CH2:7][C@H:2]3[OH:1])[S:10][C:11]=2[CH:17]=1. The catalyst class is: 37. (8) Reactant: Br[CH2:2][CH2:3][CH2:4][N:5]1[C:9](=[O:10])[C:8]2=[CH:11][CH:12]=[CH:13][CH:14]=[C:7]2[C:6]1=[O:15].C(=O)([O-])[O-].[K+].[K+].[OH:22][C:23]1[CH:28]=[CH:27][C:26]([C:29]2[CH:34]=[CH:33][C:32]([C:35]([O:37][CH2:38][CH3:39])=[O:36])=[CH:31][CH:30]=2)=[CH:25][C:24]=1[C:40]1[CH:49]=[CH:48][C:47]2[C:46]([CH3:51])([CH3:50])[CH2:45][CH2:44][C:43]([CH3:53])([CH3:52])[C:42]=2[CH:41]=1.O. Product: [O:15]=[C:6]1[C:7]2[C:8](=[CH:11][CH:12]=[CH:13][CH:14]=2)[C:9](=[O:10])[N:5]1[CH2:4][CH2:3][CH2:2][O:22][C:23]1[CH:28]=[CH:27][C:26]([C:29]2[CH:30]=[CH:31][C:32]([C:35]([O:37][CH2:38][CH3:39])=[O:36])=[CH:33][CH:34]=2)=[CH:25][C:24]=1[C:40]1[CH:49]=[CH:48][C:47]2[C:46]([CH3:51])([CH3:50])[CH2:45][CH2:44][C:43]([CH3:52])([CH3:53])[C:42]=2[CH:41]=1. The catalyst class is: 21. (9) The catalyst class is: 426. Product: [Cl:1][C:2]1[C:11]2[C:6](=[CH:7][C:8]([CH2:13][O:14][CH:17]3[CH2:18][CH2:19][CH2:20][CH2:21][O:16]3)=[C:9]([CH3:12])[CH:10]=2)[N:5]=[C:4]([CH3:15])[CH:3]=1. Reactant: [Cl:1][C:2]1[C:11]2[C:6](=[CH:7][C:8]([CH2:13][OH:14])=[C:9]([CH3:12])[CH:10]=2)[N:5]=[C:4]([CH3:15])[CH:3]=1.[O:16]1[CH:21]=[CH:20][CH2:19][CH2:18][CH2:17]1.C1(C)C=CC(S([O-])(=O)=O)=CC=1.[NH+]1C=CC=CC=1.